From a dataset of Forward reaction prediction with 1.9M reactions from USPTO patents (1976-2016). Predict the product of the given reaction. (1) Given the reactants C1C=CC(P(C2C=CC=CC=2)C2C=CC=CC=2)=CC=1.CCN(CC)CC.[C:27]([C:29]1[CH:34]=[CH:33][CH:32]=[CH:31][C:30]=1[CH2:35][C:36]([O:38][CH3:39])=[O:37])#[CH:28].[Cl:40][C:41]1[N:46]=[C:45](Cl)[C:44]([CH3:48])=[CH:43][N:42]=1, predict the reaction product. The product is: [Cl:40][C:41]1[N:46]=[C:45]([C:28]#[C:27][C:29]2[CH:34]=[CH:33][CH:32]=[CH:31][C:30]=2[CH2:35][C:36]([O:38][CH3:39])=[O:37])[C:44]([CH3:48])=[CH:43][N:42]=1. (2) Given the reactants [O:1]1[CH2:5][CH2:4][O:3][CH:2]1[CH2:6][C:7]1[CH:12]=[CH:11][C:10]([CH2:13][OH:14])=[CH:9][CH:8]=1.O[C:16]1[CH:17]=[C:18]([CH:27]=[CH:28][CH:29]=1)[C:19]([C:21]1[CH:26]=[CH:25][CH:24]=[CH:23][CH:22]=1)=[O:20].C1(P(C2C=CC=CC=2)C2C=CC=CC=2)C=CC=CC=1, predict the reaction product. The product is: [O:1]1[CH2:5][CH2:4][O:3][CH:2]1[CH2:6][C:7]1[CH:12]=[CH:11][C:10]([CH2:13][O:14][C:25]2[CH:26]=[C:21]([C:19]([C:18]3[CH:27]=[CH:28][CH:29]=[CH:16][CH:17]=3)=[O:20])[CH:22]=[CH:23][CH:24]=2)=[CH:9][CH:8]=1. (3) Given the reactants [Br:1][C:2]1[CH:3]=[C:4]([S:9](Cl)(=[O:11])=[O:10])[CH:5]=[N:6][C:7]=1[Cl:8].[C:13]([O-])(O)=O.[Na+].S([O-])([O-])=O.[Na+].[Na+].IC, predict the reaction product. The product is: [Br:1][C:2]1[C:7]([Cl:8])=[N:6][CH:5]=[C:4]([S:9]([CH3:13])(=[O:11])=[O:10])[CH:3]=1. (4) Given the reactants [CH3:1][N:2]([CH2:20][C:21]([O:23]C(C)(C)C)=[O:22])[C:3]1[N:8]=[CH:7][CH:6]=[C:5]([C:9]2[S:10][C:11]3[CH:19]=[CH:18][CH:17]=[CH:16][C:12]=3[C:13](=[O:15])[N:14]=2)[N:4]=1.C(OC(C)C)(C)C, predict the reaction product. The product is: [CH3:1][N:2]([CH2:20][C:21]([OH:23])=[O:22])[C:3]1[N:8]=[CH:7][CH:6]=[C:5]([C:9]2[S:10][C:11]3[CH:19]=[CH:18][CH:17]=[CH:16][C:12]=3[C:13](=[O:15])[N:14]=2)[N:4]=1. (5) The product is: [C:3]([C:5]1[CH:6]=[C:7]([C:15]2[O:19][N:18]=[C:17]([C:20]3[CH:25]=[CH:24][N:23]=[C:22]([CH2:26][CH2:27][CH2:28][C:29]([OH:31])=[O:30])[CH:21]=3)[N:16]=2)[CH:8]=[CH:9][C:10]=1[O:11][CH:12]([CH3:14])[CH3:13])#[N:4]. Given the reactants [OH-].[Na+].[C:3]([C:5]1[CH:6]=[C:7]([C:15]2[O:19][N:18]=[C:17]([C:20]3[CH:25]=[CH:24][N:23]=[C:22]([CH2:26][CH2:27][CH2:28][C:29]([O:31]CC)=[O:30])[CH:21]=3)[N:16]=2)[CH:8]=[CH:9][C:10]=1[O:11][CH:12]([CH3:14])[CH3:13])#[N:4].Cl, predict the reaction product. (6) Given the reactants CN(C)CC(O)=O.[CH3:8][N:9]1[CH2:14][CH2:13][C:12]2[C:15]([C:18]([F:21])([F:20])[F:19])=[N:16][NH:17][C:11]=2[CH2:10]1.I[C:23]1[CH:28]=[CH:27][C:26]([C:29]([N:31]2[CH2:34][CH2:33][CH2:32]2)=[O:30])=[CH:25][CH:24]=1.C([O-])([O-])=O.[Cs+].[Cs+], predict the reaction product. The product is: [N:31]1([C:29]([C:26]2[CH:27]=[CH:28][C:23]([N:17]3[C:11]4[CH2:10][N:9]([CH3:8])[CH2:14][CH2:13][C:12]=4[C:15]([C:18]([F:21])([F:19])[F:20])=[N:16]3)=[CH:24][CH:25]=2)=[O:30])[CH2:34][CH2:33][CH2:32]1.